Dataset: Forward reaction prediction with 1.9M reactions from USPTO patents (1976-2016). Task: Predict the product of the given reaction. (1) Given the reactants [I:1][C:2]1[CH:3]=[C:4]([CH:6]=[CH:7][C:8]=1[CH3:9])[NH2:5].C(N(CC)CC)C.[F:17][C:18]1[CH:19]=[C:20]([CH:24]=[C:25]([C:27]([F:30])([F:29])[F:28])[CH:26]=1)[C:21](Cl)=[O:22], predict the reaction product. The product is: [F:17][C:18]1[CH:19]=[C:20]([CH:24]=[C:25]([C:27]([F:28])([F:29])[F:30])[CH:26]=1)[C:21]([NH:5][C:4]1[CH:6]=[CH:7][C:8]([CH3:9])=[C:2]([I:1])[CH:3]=1)=[O:22]. (2) The product is: [C:14]([O:13][C:11]([C@H:8]1[N:7]2[C:2](=[O:1])[C:3]([C:18]([OH:20])=[O:19])=[CH:4][N:5]=[C:6]2[CH2:10][CH2:9]1)=[O:12])([CH3:17])([CH3:15])[CH3:16]. Given the reactants [O:1]=[C:2]1[N:7]2[C@H:8]([C:11]([O:13][C:14]([CH3:17])([CH3:16])[CH3:15])=[O:12])[CH2:9][CH2:10][C:6]2=[N:5][CH:4]=[C:3]1[C:18]([O:20]C)=[O:19].[Li+].[OH-], predict the reaction product. (3) Given the reactants CS([C:4]1[N:9]=[CH:8][C:7]2=[CH:10][CH:11]=[C:12]([C:13]3[CH:18]=[CH:17][C:16]([S:19]([CH3:22])(=[O:21])=[O:20])=[CH:15][CH:14]=3)[N:6]2[N:5]=1)=O.[N:23]1[C:27]2[CH:28]=[CH:29][C:30]([NH2:32])=[CH:31][C:26]=2[NH:25][CH:24]=1, predict the reaction product. The product is: [N:23]1[C:27]2[CH:28]=[CH:29][C:30]([NH:32][C:4]3[N:9]=[CH:8][C:7]4=[CH:10][CH:11]=[C:12]([C:13]5[CH:18]=[CH:17][C:16]([S:19]([CH3:22])(=[O:21])=[O:20])=[CH:15][CH:14]=5)[N:6]4[N:5]=3)=[CH:31][C:26]=2[NH:25][CH:24]=1. (4) Given the reactants Br[C:2]1[C:10]2[C:5](=[N:6][CH:7]=[CH:8][CH:9]=2)[N:4]([S:11]([C:14]2[CH:19]=[CH:18][C:17]([CH3:20])=[CH:16][CH:15]=2)(=[O:13])=[O:12])[CH:3]=1.[Cl:21][C:22]1[CH:27]=[C:26](B(O)O)[CH:25]=[CH:24][N:23]=1.C(=O)([O-])[O-].[Na+].[Na+], predict the reaction product. The product is: [Cl:21][C:22]1[CH:27]=[C:26]([C:2]2[C:10]3[C:5](=[N:6][CH:7]=[CH:8][CH:9]=3)[N:4]([S:11]([C:14]3[CH:19]=[CH:18][C:17]([CH3:20])=[CH:16][CH:15]=3)(=[O:13])=[O:12])[CH:3]=2)[CH:25]=[CH:24][N:23]=1. (5) The product is: [Cl:1][C:2]1[CH:7]=[CH:6][CH:5]=[CH:4][C:3]=1[CH:8]=[CH:9][C:10]([NH:12][C@H:13]([C:24]([OH:26])=[O:25])[CH2:14][C:15]1[C:23]2[C:18](=[CH:19][CH:20]=[CH:21][CH:22]=2)[NH:17][CH:16]=1)=[O:11]. Given the reactants [Cl:1][C:2]1[CH:7]=[CH:6][CH:5]=[CH:4][C:3]=1[CH:8]=[CH:9][C:10]([NH:12][C@H:13]([C:24]([O:26]C)=[O:25])[CH2:14][C:15]1[C:23]2[C:18](=[CH:19][CH:20]=[CH:21][CH:22]=2)[NH:17][CH:16]=1)=[O:11].[OH-].[Na+], predict the reaction product. (6) Given the reactants [CH3:1][O:2][C:3](=[O:20])[CH2:4][CH2:5][C:6]1[C:7](=[O:19])[N:8]([CH2:11][C:12]2[CH:17]=[CH:16][C:15]([NH2:18])=[CH:14][CH:13]=2)[CH2:9][CH:10]=1.C(Cl)Cl.[C:24](Cl)(=[O:31])[C:25]1[CH:30]=[CH:29][CH:28]=[CH:27][CH:26]=1.C(NC(C)C)(C)C, predict the reaction product. The product is: [CH3:1][O:2][C:3](=[O:20])[CH2:4][CH2:5][C:6]1[C:7](=[O:19])[N:8]([CH2:11][C:12]2[CH:13]=[CH:14][C:15]([NH:18][C:24](=[O:31])[C:25]3[CH:30]=[CH:29][CH:28]=[CH:27][CH:26]=3)=[CH:16][CH:17]=2)[CH2:9][CH:10]=1. (7) Given the reactants Cl[C:2]1[N:7]=[C:6]2[N:8]([CH3:11])[N:9]=[CH:10][C:5]2=[C:4]([NH:12][C:13]2[CH:18]=[CH:17][CH:16]=[C:15]([O:19][CH3:20])[CH:14]=2)[N:3]=1.[NH:21]1[CH:25]=[C:24](B2OC(C)(C)C(C)(C)O2)[CH:23]=[N:22]1.O, predict the reaction product. The product is: [CH3:20][O:19][C:15]1[CH:14]=[C:13]([NH:12][C:4]2[N:3]=[C:2]([C:24]3[CH:25]=[N:21][NH:22][CH:23]=3)[N:7]=[C:6]3[N:8]([CH3:11])[N:9]=[CH:10][C:5]=23)[CH:18]=[CH:17][CH:16]=1.